Binary Classification. Given a drug SMILES string, predict its activity (active/inactive) in a high-throughput screening assay against a specified biological target. From a dataset of KCNQ2 potassium channel screen with 302,405 compounds. (1) The compound is o1c2CCCC(=O)c2c2c1ccc(O)c2. The result is 0 (inactive). (2) The molecule is Clc1c(ncc(c1)C(F)(F)F)NC(=S)/N=C\NO. The result is 1 (active). (3) The drug is Clc1c(C2N(O)C3C(N2O)CCCC3)ccc(Cl)c1. The result is 0 (inactive). (4) The molecule is s1c(nnc1NC(=O)CCC(=O)N1CCN(CC1)Cc1c(OC)ccc(F)c1)C1CCCCC1. The result is 0 (inactive).